From a dataset of Forward reaction prediction with 1.9M reactions from USPTO patents (1976-2016). Predict the product of the given reaction. (1) The product is: [Cl:14][C:2]1[CH:12]=[CH:11][CH:10]=[CH:9][C:1]=1[CH:3]([C:10]1[CH:11]=[CH:12][C:7]([Cl:6])=[N:8][CH:9]=1)[OH:16]. Given the reactants [CH:1]([Mg]Cl)([CH3:3])[CH3:2].[Cl:6][C:7]1[CH:12]=[CH:11][C:10](I)=[CH:9][N:8]=1.[Cl-:14].[Na+].[OH2:16], predict the reaction product. (2) Given the reactants [CH:1]([C:3]1[CH:12]=[CH:11][C:6]([C:7]([O:9][CH3:10])=[O:8])=[CH:5][CH:4]=1)=O.[N:13]1[CH:18]=[CH:17][CH:16]=[CH:15][C:14]=1[CH2:19][CH2:20][NH2:21].[OH:22]/[C:23](=[CH:29]\[C:30](=[O:37])[C:31]1[CH:36]=[CH:35][N:34]=[CH:33][CH:32]=1)/[C:24](OCC)=[O:25], predict the reaction product. The product is: [OH:22][C:23]1[C:24](=[O:25])[N:21]([CH2:20][CH2:19][C:14]2[CH:15]=[CH:16][CH:17]=[CH:18][N:13]=2)[CH:1]([C:3]2[CH:12]=[CH:11][C:6]([C:7]([O:9][CH3:10])=[O:8])=[CH:5][CH:4]=2)[C:29]=1[C:30](=[O:37])[C:31]1[CH:32]=[CH:33][N:34]=[CH:35][CH:36]=1. (3) Given the reactants [F:1][C:2]1[CH:3]=[C:4]([CH:7]=[C:8]([OH:11])[C:9]=1[OH:10])[CH:5]=[O:6].C(=O)([O-])[O-].[Cs+].[Cs+].Br[CH2:19][CH2:20]Br, predict the reaction product. The product is: [F:1][C:2]1[C:9]2[O:10][CH2:19][CH2:20][O:11][C:8]=2[CH:7]=[C:4]([CH:5]=[O:6])[CH:3]=1. (4) Given the reactants C(C1C=C(O)C(=O)NN=1)C.C([O:18][C:19]1[N:20]=[N:21][C:22]([C:33]([CH3:35])=[CH2:34])=[CH:23][C:24]=1[O:25]CC1C=CC=CC=1)C1C=CC=CC=1, predict the reaction product. The product is: [OH:25][C:24]1[C:19](=[O:18])[NH:20][N:21]=[C:22]([CH:33]([CH3:34])[CH3:35])[CH:23]=1. (5) The product is: [C:1]([O:4][C@@H:5]1[C@@H:11]([O:12][C:13](=[O:15])[CH3:14])[C@H:10]([O:16][C:17](=[O:19])[CH3:18])[C@@H:9]([CH2:20][O:21][C:22](=[O:24])[CH3:23])[S:8][C@H:6]1[O:7][C:38]1[CH:37]=[CH:36][CH:35]=[C:33]([OH:34])[C:32]=1[CH2:31][C:30]1[CH:29]=[CH:28][C:27]([CH2:25][CH3:26])=[CH:41][CH:40]=1)(=[O:3])[CH3:2]. Given the reactants [C:1]([O:4][C@@H:5]1[C@@H:11]([O:12][C:13](=[O:15])[CH3:14])[C@H:10]([O:16][C:17](=[O:19])[CH3:18])[C@@H:9]([CH2:20][O:21][C:22](=[O:24])[CH3:23])[S:8][CH:6]1[OH:7])(=[O:3])[CH3:2].[CH2:25]([C:27]1[CH:41]=[CH:40][C:30]([CH2:31][C:32]2[C:38](O)=[CH:37][CH:36]=[CH:35][C:33]=2[OH:34])=[CH:29][CH:28]=1)[CH3:26].C1(P(C2C=CC=CC=2)C2C=CC=CC=2)C=CC=CC=1.N(C(OC(C)C)=O)=NC(OC(C)C)=O, predict the reaction product. (6) Given the reactants CC(C)([O-])C.[K+].[CH2:7]([NH:9][C:10]([C:12]1[S:30][C:15]2[N:16]=[C:17]([NH2:29])[N:18]=[C:19]([C:20]3[CH:25]=[C:24]([OH:26])[C:23]([Cl:27])=[CH:22][C:21]=3[Cl:28])[C:14]=2[CH:13]=1)=[O:11])[CH3:8].O.[CH2:32]([O:34][CH:35]([O:38][CH2:39][CH3:40])[CH2:36]Br)[CH3:33], predict the reaction product. The product is: [CH2:7]([NH:9][C:10]([C:12]1[S:30][C:15]2[N:16]=[C:17]([NH2:29])[N:18]=[C:19]([C:20]3[CH:25]=[C:24]([O:26][CH2:36][CH:35]([O:38][CH2:39][CH3:40])[O:34][CH2:32][CH3:33])[C:23]([Cl:27])=[CH:22][C:21]=3[Cl:28])[C:14]=2[CH:13]=1)=[O:11])[CH3:8].